Task: Predict the reactants needed to synthesize the given product.. Dataset: Full USPTO retrosynthesis dataset with 1.9M reactions from patents (1976-2016) (1) Given the product [C:23]([O:7][C:5]([C:8]1[CH:13]=[CH:12][CH:11]=[CH:10][CH:9]=1)([CH2:4][CH2:3][C:2]([F:14])([F:15])[F:1])[CH3:6])(=[O:27])[C:24]([CH3:26])=[CH2:25], predict the reactants needed to synthesize it. The reactants are: [F:1][C:2]([F:15])([F:14])[CH2:3][CH2:4][C:5]([C:8]1[CH:13]=[CH:12][CH:11]=[CH:10][CH:9]=1)([OH:7])[CH3:6].C(N(CC)CC)C.[C:23](Cl)(=[O:27])[C:24]([CH3:26])=[CH2:25]. (2) Given the product [Cl:1][C:2]1[CH:3]=[CH:4][C:5]([CH2:6][N:7]2[C:15]3[C:14](=[O:16])[N:13]([CH2:17][CH2:18][CH2:19][O:20][CH:21]4[CH2:26][CH2:25][CH2:24][CH2:23][O:22]4)[C:12](=[O:27])[N:11]([CH3:28])[C:10]=3[N:9]=[C:8]2[CH2:29][CH2:30][CH2:31][O:32][CH2:38][CH3:39])=[CH:33][CH:34]=1, predict the reactants needed to synthesize it. The reactants are: [Cl:1][C:2]1[CH:34]=[CH:33][C:5]([CH2:6][N:7]2[C:15]3[C:14](=[O:16])[N:13]([CH2:17][CH2:18][CH2:19][O:20][CH:21]4[CH2:26][CH2:25][CH2:24][CH2:23][O:22]4)[C:12](=[O:27])[N:11]([CH3:28])[C:10]=3[N:9]=[C:8]2[CH2:29][CH2:30][CH2:31][OH:32])=[CH:4][CH:3]=1.[H-].[Na+].I[CH2:38][CH3:39].